This data is from HIV replication inhibition screening data with 41,000+ compounds from the AIDS Antiviral Screen. The task is: Binary Classification. Given a drug SMILES string, predict its activity (active/inactive) in a high-throughput screening assay against a specified biological target. (1) The drug is CCCCCCCCCCCCCC=C(COCC[N+](C)(C)C)OC(C)=O.CCCCCCCCCCCCCCC(=COCC[N+](C)(C)C)OC(C)=O.[I-].[I-]. The result is 0 (inactive). (2) The molecule is CC1=NC(=Cc2cccc(Cl)c2)C(=O)O1. The result is 0 (inactive). (3) The molecule is CC(C)(C)OC(=O)N(CCNS(=O)(=O)c1cccc2cnccc12)CCC(=O)ON1C(=O)CCC1=O. The result is 0 (inactive). (4) The molecule is Brc1ccc(SSc2ccc(Br)cc2)cc1. The result is 0 (inactive). (5) The molecule is OCC1CC2CC1C1(C2)OCCO1. The result is 0 (inactive). (6) The result is 0 (inactive). The molecule is O=C1NC2OC(C(O)CO)C(O)C2O1.